From a dataset of Retrosynthesis with 50K atom-mapped reactions and 10 reaction types from USPTO. Predict the reactants needed to synthesize the given product. (1) The reactants are: C=CCCN(N)c1nc(Cl)ncc1C(=O)Nc1c(C)cccc1C. Given the product C=CCCn1nc(Nc2c(C)cccc2C)c2cnc(Cl)nc21, predict the reactants needed to synthesize it. (2) Given the product COC(=O)COc1ccc(CC(C)N2CCOC(c3ccccc3)C2)cc1, predict the reactants needed to synthesize it. The reactants are: COC(=O)COc1ccc(CC(C)=O)cc1.c1ccc(C2CNCCO2)cc1. (3) The reactants are: Brc1cccnc1.c1ccc(CN2CCCC23CCNC3)cc1. Given the product c1ccc(CN2CCCC23CCN(c2cccnc2)C3)cc1, predict the reactants needed to synthesize it. (4) Given the product O=C([C@@H](c1ccc(Cl)cc1)[C@@H]1CCCN1)N1CCN(c2c(Cl)cnc3[nH]ncc23)CC1, predict the reactants needed to synthesize it. The reactants are: CC(C)(C)OC(=O)N1CCC[C@H]1[C@@H](C(=O)N1CCN(c2c(Cl)cnc3[nH]ncc23)CC1)c1ccc(Cl)cc1. (5) Given the product O=[N+]([O-])c1cccc(Cl)c1CCBr, predict the reactants needed to synthesize it. The reactants are: BrC(Br)(Br)Br.O=[N+]([O-])c1cccc(Cl)c1CCO. (6) Given the product O=C(NCc1nc(C(F)(F)F)no1)c1cnc(OCC2CCOC2)c(-c2ccc(Cl)cc2)c1, predict the reactants needed to synthesize it. The reactants are: NCc1nc(C(F)(F)F)no1.O=C(O)c1cnc(OCC2CCOC2)c(-c2ccc(Cl)cc2)c1. (7) Given the product CC(C)N1CCN(C(=O)c2ccc3c(c2)cc(C(=O)N2CCC(F)(F)CC2)n3-c2ccc(C#N)cc2)CC1, predict the reactants needed to synthesize it. The reactants are: CC(C)N1CCN(C(=O)c2ccc3[nH]c(C(=O)N4CCC(F)(F)CC4)cc3c2)CC1.N#Cc1ccc(B(O)O)cc1. (8) Given the product CCn1ncc2c(Cl)c(N(C)C(=O)C(C)(C)c3cc(C(F)(F)F)cc(C(F)(F)F)c3)cnc21, predict the reactants needed to synthesize it. The reactants are: CC(C)(C(=O)Cl)c1cc(C(F)(F)F)cc(C(F)(F)F)c1.CCn1ncc2c(Cl)c(NC)cnc21. (9) Given the product CCOCCn1cc(C(=O)NCc2ccc(Br)cc2OC(F)(F)F)ccc1=O, predict the reactants needed to synthesize it. The reactants are: CCOCCn1cc(C(=O)O)ccc1=O.NCc1ccc(Br)cc1OC(F)(F)F.